Dataset: Catalyst prediction with 721,799 reactions and 888 catalyst types from USPTO. Task: Predict which catalyst facilitates the given reaction. Reactant: [NH:1]1[CH2:6][CH2:5][CH:4]([N:7]2[C:11]3[CH:12]=[CH:13][CH:14]=[CH:15][C:10]=3[N:9]=[C:8]2[C@@H:16]([NH:18][C:19]2[N:27]=[CH:26][N:25]=[C:24]3[C:20]=2[N:21]=[CH:22][NH:23]3)[CH3:17])[CH2:3][CH2:2]1.CCN(C(C)C)C(C)C.[C:37](Cl)(=[O:39])[CH3:38]. Product: [N:27]1[C:19]([NH:18][C@H:16]([C:8]2[N:7]([CH:4]3[CH2:5][CH2:6][N:1]([C:37](=[O:39])[CH3:38])[CH2:2][CH2:3]3)[C:11]3[CH:12]=[CH:13][CH:14]=[CH:15][C:10]=3[N:9]=2)[CH3:17])=[C:20]2[C:24]([NH:23][CH:22]=[N:21]2)=[N:25][CH:26]=1. The catalyst class is: 76.